This data is from Reaction yield outcomes from USPTO patents with 853,638 reactions. The task is: Predict the reaction yield, written as a fraction of the theoretical maximum amount of product (1.0 means a 100% yield; for example, 0.34 means a 34% yield). (1) The reactants are [OH:1][C@@:2]([CH3:11])([CH2:9][OH:10])[C:3]([N:5]([O:7][CH3:8])[CH3:6])=[O:4].O.[CH3:13][C:14]1C=CC(S(O)(=O)=O)=C[CH:15]=1. The catalyst is COC(OC)(C)C. The product is [CH3:8][O:7][N:5]([CH3:6])[C:3]([C@:2]1([CH3:11])[CH2:9][O:10][C:14]([CH3:15])([CH3:13])[O:1]1)=[O:4]. The yield is 0.580. (2) The reactants are [F:1][C:2]1[CH:3]=[C:4]2[C:9](=[CH:10][CH:11]=1)[N:8]=[C:7]([C:12]1[CH:17]=[CH:16][CH:15]=[CH:14][C:13]=1[O:18][CH3:19])[NH:6][C:5]2=O.CN(C)C1C=CC=CC=1.P(Cl)(Cl)([Cl:32])=O.[OH-].[Na+]. The catalyst is C1C=CC=CC=1.ClCCl. The product is [Cl:32][C:5]1[C:4]2[C:9](=[CH:10][CH:11]=[C:2]([F:1])[CH:3]=2)[N:8]=[C:7]([C:12]2[CH:17]=[CH:16][CH:15]=[CH:14][C:13]=2[O:18][CH3:19])[N:6]=1. The yield is 0.760. (3) The reactants are [Cl:1][C:2]1[CH:3]=[CH:4][C:5]([O:18][CH2:19][CH:20]([CH3:22])[CH3:21])=[C:6]([CH2:8][N:9]2[C:13]([CH3:14])=[CH:12][C:11]([C:15]([OH:17])=O)=[N:10]2)[CH:7]=1.[NH2:23][C:24]1[CH:31]=[CH:30][C:27]([CH2:28][OH:29])=[CH:26][CH:25]=1.Cl.CN(C)CCCN=C=NCC.O.ON1C2C=CC=CC=2N=N1. The catalyst is ClCCl.CN(C)C=O.C(OCC)(=O)C. The product is [Cl:1][C:2]1[CH:3]=[CH:4][C:5]([O:18][CH2:19][CH:20]([CH3:22])[CH3:21])=[C:6]([CH2:8][N:9]2[C:13]([CH3:14])=[CH:12][C:11]([C:15]([NH:23][C:24]3[CH:31]=[CH:30][C:27]([CH2:28][OH:29])=[CH:26][CH:25]=3)=[O:17])=[N:10]2)[CH:7]=1. The yield is 0.670. (4) The reactants are [NH2:1][C:2]1[C:3]2[NH:10][CH:9]=[C:8]([CH2:11][NH:12][CH:13]([CH2:16][OH:17])[CH2:14][OH:15])[C:4]=2[N:5]=[CH:6][N:7]=1.[C:18](Cl)([O:20][CH2:21][CH:22]1[C:34]2[C:29](=[CH:30][CH:31]=[CH:32][CH:33]=2)[C:28]2[C:23]1=[CH:24][CH:25]=[CH:26][CH:27]=2)=[O:19]. The catalyst is CO.C([O-])(O)=O.[Na+]. The product is [NH2:1][C:2]1[C:3]2[NH:10][CH:9]=[C:8]([CH2:11][N:12]([CH:13]([CH2:14][OH:15])[CH2:16][OH:17])[C:18](=[O:19])[O:20][CH2:21][CH:22]3[C:34]4[CH:33]=[CH:32][CH:31]=[CH:30][C:29]=4[C:28]4[C:23]3=[CH:24][CH:25]=[CH:26][CH:27]=4)[C:4]=2[N:5]=[CH:6][N:7]=1. The yield is 0.480. (5) The reactants are [Br:1][C:2]1[CH:7]=[CH:6][C:5]([C:8](=[O:10])[CH3:9])=[CH:4][CH:3]=1.[CH3:11][Mg]Br. The catalyst is O1CCCC1. The product is [Br:1][C:2]1[CH:7]=[CH:6][C:5]([C:8]([OH:10])([CH3:11])[CH3:9])=[CH:4][CH:3]=1. The yield is 0.910. (6) The reactants are [Cl:1][C:2]1[N:3]=[C:4](Cl)[C:5]2[S:10][CH:9]=[CH:8][C:6]=2[N:7]=1.[NH:12]1[CH2:17][CH2:16][O:15][CH2:14][CH2:13]1. No catalyst specified. The product is [Cl:1][C:2]1[N:3]=[C:4]([N:12]2[CH2:17][CH2:16][O:15][CH2:14][CH2:13]2)[C:5]2[S:10][CH:9]=[CH:8][C:6]=2[N:7]=1. The yield is 0.900.